The task is: Predict the reactants needed to synthesize the given product.. This data is from Full USPTO retrosynthesis dataset with 1.9M reactions from patents (1976-2016). Given the product [CH:23]1([N:9]([CH:6]2[CH2:5][CH2:4][N:3]([C:1]3[O:34][N:33]=[C:31]([C:30]4[CH:35]=[CH:36][C:27]([F:26])=[CH:28][CH:29]=4)[N:2]=3)[CH2:8][CH2:7]2)[C:10](=[O:22])[C:11]2[CH:12]=[CH:13][C:14]([C:17]3[O:21][CH:20]=[N:19][CH:18]=3)=[CH:15][CH:16]=2)[CH2:25][CH2:24]1, predict the reactants needed to synthesize it. The reactants are: [C:1]([N:3]1[CH2:8][CH2:7][CH:6]([N:9]([CH:23]2[CH2:25][CH2:24]2)[C:10](=[O:22])[C:11]2[CH:16]=[CH:15][C:14]([C:17]3[O:21][CH:20]=[N:19][CH:18]=3)=[CH:13][CH:12]=2)[CH2:5][CH2:4]1)#[N:2].[F:26][C:27]1[CH:36]=[CH:35][C:30]([C:31]([NH:33][OH:34])=N)=[CH:29][CH:28]=1.